This data is from Forward reaction prediction with 1.9M reactions from USPTO patents (1976-2016). The task is: Predict the product of the given reaction. (1) Given the reactants [Br:1][C:2]1[CH:10]=[C:9]2[C:5]([CH:6]=[N:7][NH:8]2)=[CH:4][CH:3]=1.[CH3:11][O:12][C:13]1[CH:18]=[CH:17][C:16]([S:19](Cl)(=[O:21])=[O:20])=[CH:15][CH:14]=1, predict the reaction product. The product is: [Br:1][C:2]1[CH:10]=[C:9]2[C:5]([CH:6]=[N:7][N:8]2[S:19]([C:16]2[CH:15]=[CH:14][C:13]([O:12][CH3:11])=[CH:18][CH:17]=2)(=[O:21])=[O:20])=[CH:4][CH:3]=1. (2) Given the reactants [CH2:1]([C:8]1[S:9][C:10]2[CH:16]=[C:15]([C:17]3[CH:18]=[C:19]([CH:27]4[CH2:32][CH2:31][NH:30][CH2:29][CH2:28]4)[N:20]4[C:25]=3[C:24]([NH2:26])=[N:23][CH:22]=[N:21]4)[CH:14]=[CH:13][C:11]=2[N:12]=1)[C:2]1[CH:7]=[CH:6][CH:5]=[CH:4][CH:3]=1.[C:33](Cl)(=[O:35])[CH3:34], predict the reaction product. The product is: [C:33]([N:30]1[CH2:31][CH2:32][CH:27]([C:19]2[N:20]3[C:25]([C:24]([NH2:26])=[N:23][CH:22]=[N:21]3)=[C:17]([C:15]3[CH:14]=[CH:13][C:11]4[N:12]=[C:8]([CH2:1][C:2]5[CH:3]=[CH:4][CH:5]=[CH:6][CH:7]=5)[S:9][C:10]=4[CH:16]=3)[CH:18]=2)[CH2:28][CH2:29]1)(=[O:35])[CH3:34]. (3) Given the reactants CC(C)(C)[C@H](NC(=O)[C@@H](NC)C)C(N1[C@H](C(=O)N[C@H]2C3C(=CC=CC=3)CCC2)C[C@H](NC(C2C=CC(CNC3C=CC(C[C@H](NC(=O)[C@@H](NC)C)C(N4[C@H](C(N[C@H]5C6C(=CC=CC=6)CCC5)=O)CC5C(=CC=CC=5)C4)=O)=CC=3)=CC=2)=O)C1)=O.[NH2:84][C:85]1[CH:90]=[CH:89][C:88]([CH2:91][C@H:92]([NH:118][C:119](=[O:131])[C@@H:120]([N:122]([CH3:130])[C:123](=[O:129])[O:124][C:125]([CH3:128])([CH3:127])[CH3:126])[CH3:121])[C:93](=[O:117])[N:94]2[C@H:103]([C:104](=[O:116])[NH:105][C@H:106]3[C:115]4[C:110](=[CH:111][CH:112]=[CH:113][CH:114]=4)[CH2:109][CH2:108][CH2:107]3)[CH2:102][C:101]3[C:96](=[CH:97][CH:98]=[CH:99][CH:100]=3)[CH2:95]2)=[CH:87][CH:86]=1.[CH:132]([C:134]1[CH:143]=[CH:142][C:137]([C:138]([O:140][CH3:141])=[O:139])=[CH:136][CH:135]=1)=O, predict the reaction product. The product is: [C:125]([O:124][C:123]([N:122]([CH3:130])[C@@H:120]([CH3:121])[C:119]([NH:118][C@H:92]([C:93](=[O:117])[N:94]1[C@H:103]([C:104](=[O:116])[NH:105][C@H:106]2[C:115]3[C:110](=[CH:111][CH:112]=[CH:113][CH:114]=3)[CH2:109][CH2:108][CH2:107]2)[CH2:102][C:101]2[C:96](=[CH:97][CH:98]=[CH:99][CH:100]=2)[CH2:95]1)[CH2:91][C:88]1[CH:87]=[CH:86][C:85]([NH:84][CH2:132][C:134]2[CH:143]=[CH:142][C:137]([C:138]([O:140][CH3:141])=[O:139])=[CH:136][CH:135]=2)=[CH:90][CH:89]=1)=[O:131])=[O:129])([CH3:126])([CH3:127])[CH3:128].